From a dataset of Forward reaction prediction with 1.9M reactions from USPTO patents (1976-2016). Predict the product of the given reaction. (1) The product is: [F:1][C:2]1[CH:12]=[CH:11][C:5]([O:6][CH2:7][C:8]2[CH:9]=[C:64]3[C:81](=[O:83])[NH:80][CH2:78][CH2:77][N:65]3[N:66]=2)=[CH:4][CH:3]=1. Given the reactants [F:1][C:2]1[CH:12]=[CH:11][C:5]([O:6][CH2:7][C:8](=O)[CH3:9])=[CH:4][CH:3]=1.C(OCC)(=O)C(OCC)=O.C(OC(=O)C(=O)CC(=O)COC1C=CC=CC=1)C.C(OC(C1NN=C(COC2C=CC=CC=2)C=1)=O)C.C(OC([C:64]1[N:65]([CH2:77][CH:78]([NH:80][C:81]([O:83]C(C)(C)C)=O)C)[N:66]=C(COC2C=CC=CC=2)C=1)=O)C.O(CC1C=C2C(=O)NCCN2N=1)C1C=CC=CC=1, predict the reaction product. (2) Given the reactants N1CCC[C@H]1C[O:7][C:8]1[CH:9]=[N:10][CH:11]=[C:12]([Cl:14])[CH:13]=1.Br[CH:16](C)C.[CH:19]([NH:22][CH:23]([CH3:25])[CH3:24])([CH3:21])[CH3:20], predict the reaction product. The product is: [Cl:14][C:12]1[CH:11]=[N:10][CH:9]=[C:8]([O:7][CH2:20][C@@H:19]2[CH2:21][CH2:16][N:22]2[CH:23]([CH3:25])[CH3:24])[CH:13]=1. (3) The product is: [CH3:19][N:20]([CH3:24])[C:21](=[S:22])[O:25][C:30]1[CH:29]=[CH:28][C:2]([Br:1])=[CH:3][C:31]=1[O:32][CH3:12]. Given the reactants [Br:1][C:2]1[CH:3]=C(O)C(OC)=CC=1.N12CCN(CC1)C[CH2:12]2.[CH3:19][N:20]([CH3:24])[C:21](Cl)=[S:22].[OH2:25].CN1[C:31](=[O:32])[CH2:30][CH2:29][CH2:28]1, predict the reaction product. (4) Given the reactants [C:1]([C:4]1[C:29](=[O:30])[C@@:8]2([CH3:31])[C:9]3[C:15]([OH:16])=[CH:14][C:13]([O:17][CH3:18])=[C:12]([C:19]([O:21][CH2:22][C:23]4[CH:28]=[CH:27][CH:26]=[CH:25][CH:24]=4)=[O:20])[C:10]=3[O:11][C:7]2=[CH:6][C:5]=1[OH:32])(=[O:3])[CH3:2].[H-].[Na+].[CH2:35](I)[CH3:36].Cl, predict the reaction product. The product is: [C:1]([C:4]1[C:29](=[O:30])[C@@:8]2([CH3:31])[C:9]3[C:15]([O:16][CH2:35][CH3:36])=[CH:14][C:13]([O:17][CH3:18])=[C:12]([C:19]([O:21][CH2:22][C:23]4[CH:24]=[CH:25][CH:26]=[CH:27][CH:28]=4)=[O:20])[C:10]=3[O:11][C:7]2=[CH:6][C:5]=1[OH:32])(=[O:3])[CH3:2]. (5) Given the reactants [Cl:1][C:2]1[N:7]=[C:6]([C:8]2[S:25][C:11]3[C:12]([CH3:24])([CH3:23])[N:13](C(OC(C)(C)C)=O)[C:14](=[O:15])[C:10]=3[CH:9]=2)[CH:5]=[CH:4][N:3]=1.Cl, predict the reaction product. The product is: [ClH:1].[Cl:1][C:2]1[N:7]=[C:6]([C:8]2[S:25][C:11]3[C:12]([CH3:23])([CH3:24])[NH:13][C:14](=[O:15])[C:10]=3[CH:9]=2)[CH:5]=[CH:4][N:3]=1. (6) Given the reactants Br[C:2]1[CH:7]=[CH:6][C:5]([O:8][C:9]([F:12])([F:11])[F:10])=[CH:4][CH:3]=1.C([Li])CCC.[CH2:18]([N:25]1[CH2:30][CH2:29][C:28](=[O:31])[CH2:27][CH2:26]1)[C:19]1[CH:24]=[CH:23][CH:22]=[CH:21][CH:20]=1, predict the reaction product. The product is: [CH2:18]([N:25]1[CH2:30][CH2:29][C:28]([C:2]2[CH:7]=[CH:6][C:5]([O:8][C:9]([F:12])([F:11])[F:10])=[CH:4][CH:3]=2)([OH:31])[CH2:27][CH2:26]1)[C:19]1[CH:20]=[CH:21][CH:22]=[CH:23][CH:24]=1. (7) Given the reactants [F:1][C:2]1[CH:7]=[CH:6][C:5]([C:8](=[O:20])[CH2:9][C:10]2[CH:15]=[CH:14][C:13]([S:16]([CH3:19])(=[O:18])=[O:17])=[CH:12][CH:11]=2)=[CH:4][CH:3]=1.[Se](O)(O)=[O:22].O1CCOCC1, predict the reaction product. The product is: [CH3:19][S:16]([C:13]1[CH:14]=[CH:15][C:10]([C:9](=[O:22])[C:8]([C:5]2[CH:4]=[CH:3][C:2]([F:1])=[CH:7][CH:6]=2)=[O:20])=[CH:11][CH:12]=1)(=[O:17])=[O:18]. (8) Given the reactants [C:12]([O:11][C:9](O[C:9]([O:11][C:12]([CH3:15])([CH3:14])[CH3:13])=[O:10])=[O:10])([CH3:15])([CH3:14])[CH3:13].[NH2:16][C:17]1[CH:22]=[C:21]([NH2:23])[CH:20]=[CH:19][C:18]=1[CH3:24].C(N(CC)CC)C.CCCCCC.C(OCC)(=O)C, predict the reaction product. The product is: [CH3:24][C:18]1[CH:19]=[CH:20][C:21]([NH:23][C:9]([O:11][C:12]([CH3:13])([CH3:14])[CH3:15])=[O:10])=[CH:22][C:17]=1[NH2:16]. (9) Given the reactants [C:1]([O:5][C:6]([NH:8][CH2:9][CH2:10][CH2:11][CH2:12][CH2:13][CH2:14][C:15](O)=O)=[O:7])([CH3:4])([CH3:3])[CH3:2].[OH-].[Na+].C1(P(C2C=CC=CC=2)C2C=CC=CC=2)C=CC=CC=1.C(Br)(Br)(Br)[Br:40], predict the reaction product. The product is: [Br:40][CH2:15][CH2:14][CH2:13][CH2:12][CH2:11][CH2:10][CH2:9][NH:8][C:6](=[O:7])[O:5][C:1]([CH3:4])([CH3:3])[CH3:2].